From a dataset of Full USPTO retrosynthesis dataset with 1.9M reactions from patents (1976-2016). Predict the reactants needed to synthesize the given product. (1) Given the product [C:1]1([CH3:16])[CH:2]=[CH:3][C:4]([S:7]([O:10][C@H:11]2[CH2:12][C@@H:13]([O:15][S:29]([C:26]3[CH:27]=[CH:28][C:23]([CH3:43])=[CH:24][CH:25]=3)(=[O:31])=[O:30])[CH2:14]2)(=[O:8])=[O:9])=[CH:5][CH:6]=1, predict the reactants needed to synthesize it. The reactants are: [C:1]1([CH3:16])[CH:6]=[CH:5][C:4]([S:7]([O:10][C@H:11]2[CH2:14][C@@H:13]([OH:15])[CH2:12]2)(=[O:9])=[O:8])=[CH:3][CH:2]=1.N1C=CC=CC=1.[C:23]1([CH3:43])[CH:28]=[CH:27][C:26]([S:29](O[S:29]([C:26]2[CH:27]=[CH:28][C:23]([CH3:43])=[CH:24][CH:25]=2)(=[O:31])=[O:30])(=[O:31])=[O:30])=[CH:25][CH:24]=1. (2) Given the product [F:50][C:47]([F:48])([F:49])[C:44]1[CH:43]=[CH:42][C:41]([C:38]2[N:37]=[N:36][C:35]([N:20]3[CH2:19][CH2:18][N:17]4[CH2:21][CH2:22][CH2:23][CH2:24][C@@H:16]4[CH2:15]3)=[CH:40][CH:39]=2)=[CH:46][CH:45]=1, predict the reactants needed to synthesize it. The reactants are: C1(N)C(F)=C(F)C(F)=C(N)C=1F.Cl.Cl.[CH2:15]1[NH:20][CH2:19][CH2:18][N:17]2[CH2:21][CH2:22][CH2:23][CH2:24][C@H:16]12.C(N(C(C)C)CC)(C)C.Cl[C:35]1[N:36]=[N:37][C:38]([C:41]2[CH:46]=[CH:45][C:44]([C:47]([F:50])([F:49])[F:48])=[CH:43][CH:42]=2)=[CH:39][CH:40]=1.